This data is from Catalyst prediction with 721,799 reactions and 888 catalyst types from USPTO. The task is: Predict which catalyst facilitates the given reaction. (1) Reactant: [NH2:1][C:2]1[CH:35]=[CH:34][C:5]([O:6][C:7]2[CH:12]=[CH:11][N:10]=[C:9]3[N:13]([CH2:25][C:26]4[CH:31]=[CH:30][C:29]([O:32][CH3:33])=[CH:28][CH:27]=4)[N:14]=[C:15]([N:16]4[CH2:21][CH2:20][CH:19]([N:22]([CH3:24])[CH3:23])[CH2:18][CH2:17]4)[C:8]=23)=[C:4]([F:36])[CH:3]=1.[F:37][C:38]1[CH:43]=[CH:42][C:41]([N:44]2[CH2:49][CH:48]3[C:46]([C:50](O)=[O:51])([CH2:47]3)[C:45]2=[O:53])=[CH:40][CH:39]=1.CCN=C=NCCCN(C)C.C1C=CC2N(O)N=NC=2C=1.[NH4+].[Cl-]. Product: [CH3:23][N:22]([CH3:24])[CH:19]1[CH2:20][CH2:21][N:16]([C:15]2[C:8]3[C:9](=[N:10][CH:11]=[CH:12][C:7]=3[O:6][C:5]3[CH:34]=[CH:35][C:2]([NH:1][C:50]([C:46]45[CH2:47][CH:48]4[CH2:49][N:44]([C:41]4[CH:42]=[CH:43][C:38]([F:37])=[CH:39][CH:40]=4)[C:45]5=[O:53])=[O:51])=[CH:3][C:4]=3[F:36])[N:13]([CH2:25][C:26]3[CH:27]=[CH:28][C:29]([O:32][CH3:33])=[CH:30][CH:31]=3)[N:14]=2)[CH2:17][CH2:18]1. The catalyst class is: 3. (2) Product: [Br:27][C:25]1[CH:24]=[CH:23][C:20]2[C:21]3[N:22]=[C:13]([N:10]4[C:8]([CH:5]5[CH2:7][CH2:6]5)=[CH:9][N:12]=[N:11]4)[S:14][C:15]=3[CH2:16][CH2:17][O:18][C:19]=2[CH:26]=1. The catalyst class is: 1. Reactant: C([Mg]Br)C.[CH:5]1([C:8]#[CH:9])[CH2:7][CH2:6]1.[N:10]([C:13]1[S:14][C:15]2[CH2:16][CH2:17][O:18][C:19]3[CH:26]=[C:25]([Br:27])[CH:24]=[CH:23][C:20]=3[C:21]=2[N:22]=1)=[N+:11]=[N-:12]. (3) Reactant: [O:1]([CH2:8][C:9]([N:11]1[CH2:16][CH2:15][C:14]2[NH:17][N:18]=[C:19]([C:20]3[CH:25]=[CH:24][CH:23]=[CH:22][CH:21]=3)[C:13]=2[CH2:12]1)=[O:10])[C:2]1[CH:7]=[CH:6][CH:5]=[CH:4][CH:3]=1.[H-].[Na+].I[CH:29]([CH3:31])[CH3:30].O. Product: [CH:29]([N:17]1[C:14]2[CH2:15][CH2:16][N:11]([C:9](=[O:10])[CH2:8][O:1][C:2]3[CH:7]=[CH:6][CH:5]=[CH:4][CH:3]=3)[CH2:12][C:13]=2[C:19]([C:20]2[CH:25]=[CH:24][CH:23]=[CH:22][CH:21]=2)=[N:18]1)([CH3:31])[CH3:30].[CH:29]([N:18]1[C:19]([C:20]2[CH:25]=[CH:24][CH:23]=[CH:22][CH:21]=2)=[C:13]2[CH2:12][N:11]([C:9](=[O:10])[CH2:8][O:1][C:2]3[CH:7]=[CH:6][CH:5]=[CH:4][CH:3]=3)[CH2:16][CH2:15][C:14]2=[N:17]1)([CH3:31])[CH3:30]. The catalyst class is: 3.